Dataset: Forward reaction prediction with 1.9M reactions from USPTO patents (1976-2016). Task: Predict the product of the given reaction. Given the reactants CC1CCCC(C)(C)C=1/C=C/C(/C)=C/C=C/C(/C)=C/C=O.[CH:22]1[CH:27]=[C:26]2[C:28]([O:30][C:31]3([C:41]4[CH:42]=[CH:43][C:44]([O-:46])=[CH:45][C:40]=4[O:39][C:33]4[CH:34]=[C:35]([O-:38])[CH:36]=[CH:37][C:32]3=4)[C:25]2=[CH:24][CH:23]=1)=[O:29].[Na+].[Na+], predict the reaction product. The product is: [CH:23]1[CH:22]=[CH:27][C:26]([C:28]([OH:30])=[O:29])=[C:25]([C:31]2[C:32]3[CH:37]=[CH:36][C:35]([OH:38])=[CH:34][C:33]=3[O:39][C:40]3[C:41]=2[CH:42]=[CH:43][C:44]([CH:45]=3)=[O:46])[CH:24]=1.